Dataset: Reaction yield outcomes from USPTO patents with 853,638 reactions. Task: Predict the reaction yield, written as a fraction of the theoretical maximum amount of product (1.0 means a 100% yield; for example, 0.34 means a 34% yield). (1) The reactants are [Cl:1][C:2]1[N:7]=[C:6]([C:8](OCC)=[O:9])[C:5]([N:13]2[CH2:18][CH2:17][O:16][CH2:15][CH2:14]2)=[CH:4][N:3]=1.[NH3:19]. No catalyst specified. The product is [Cl:1][C:2]1[N:7]=[C:6]([C:8]([NH2:19])=[O:9])[C:5]([N:13]2[CH2:18][CH2:17][O:16][CH2:15][CH2:14]2)=[CH:4][N:3]=1. The yield is 1.00. (2) The reactants are [Br:1][C:2]1[CH:3]=[CH:4][C:5]([CH2:8]OS(C)(=O)=O)=[N:6][CH:7]=1.C(=O)([O-])[O-].[Cs+].[Cs+].[O:20]1[C:24]2([CH2:29][CH2:28][CH2:27][CH2:26][CH2:25]2)[CH2:23][NH:22][C:21]1=[O:30]. The catalyst is C(#N)C.ClCCl. The product is [Br:1][C:2]1[CH:3]=[CH:4][C:5]([CH2:8][N:22]2[CH2:23][C:24]3([CH2:29][CH2:28][CH2:27][CH2:26][CH2:25]3)[O:20][C:21]2=[O:30])=[N:6][CH:7]=1. The yield is 0.580.